This data is from Peptide-MHC class II binding affinity with 134,281 pairs from IEDB. The task is: Regression. Given a peptide amino acid sequence and an MHC pseudo amino acid sequence, predict their binding affinity value. This is MHC class II binding data. (1) The peptide sequence is HRDNIEDDLLNRNNT. The MHC is DRB1_0901 with pseudo-sequence DRB1_0901. The binding affinity (normalized) is 0. (2) The peptide sequence is TYSQLMTLKDAKMLQ. The MHC is DRB1_0901 with pseudo-sequence DRB1_0901. The binding affinity (normalized) is 0.110. (3) The MHC is HLA-DQA10303-DQB10402 with pseudo-sequence HLA-DQA10303-DQB10402. The peptide sequence is KKVGQVTLLDLLKLTVA. The binding affinity (normalized) is 0. (4) The peptide sequence is FYNEKAFLLTTFDVS. The MHC is DRB1_1302 with pseudo-sequence DRB1_1302. The binding affinity (normalized) is 0.361. (5) The MHC is DRB1_0401 with pseudo-sequence DRB1_0401. The binding affinity (normalized) is 0.576. The peptide sequence is GELQIGDKIDAAFKI. (6) The peptide sequence is VVLGLATSPTAEGGK. The MHC is HLA-DPA10201-DPB11401 with pseudo-sequence HLA-DPA10201-DPB11401. The binding affinity (normalized) is 0.0311. (7) The MHC is DRB1_0401 with pseudo-sequence DRB1_0401. The peptide sequence is YVYAKEGYEPVLVIQSSEDY. The binding affinity (normalized) is 0.416. (8) The peptide sequence is VDGMAWFTPVGLAVD. The MHC is DRB1_0701 with pseudo-sequence DRB1_0701. The binding affinity (normalized) is 0.558. (9) The peptide sequence is GNIVAVDIKPKDSDE. The MHC is DRB1_0802 with pseudo-sequence DRB1_0802. The binding affinity (normalized) is 0.594.